This data is from Forward reaction prediction with 1.9M reactions from USPTO patents (1976-2016). The task is: Predict the product of the given reaction. Given the reactants [Cl:1][C:2]1[CH:7]=[CH:6][C:5]([C:8]2[CH:13]=[CH:12][CH:11]=[C:10]([CH2:14][NH:15][CH2:16][C:17]3[CH:22]=[CH:21][C:20]([F:23])=[CH:19][CH:18]=3)[C:9]=2[O:24][CH3:25])=[CH:4][CH:3]=1.C(N(CC)CC)C.[Cl:33][C:34]1[C:35]([OH:45])=[C:36]([S:41](Cl)(=[O:43])=[O:42])[CH:37]=[C:38]([Cl:40])[CH:39]=1, predict the reaction product. The product is: [Cl:33][C:34]1[C:35]([OH:45])=[C:36]([S:41]([N:15]([CH2:14][C:10]2[C:9]([O:24][CH3:25])=[C:8]([C:5]3[CH:6]=[CH:7][C:2]([Cl:1])=[CH:3][CH:4]=3)[CH:13]=[CH:12][CH:11]=2)[CH2:16][C:17]2[CH:18]=[CH:19][C:20]([F:23])=[CH:21][CH:22]=2)(=[O:43])=[O:42])[CH:37]=[C:38]([Cl:40])[CH:39]=1.